The task is: Predict the product of the given reaction.. This data is from Forward reaction prediction with 1.9M reactions from USPTO patents (1976-2016). (1) The product is: [F:41][C:2]([F:1])([F:42])[C:3]1[CH:4]=[C:5]([CH:34]=[C:35]([C:37]([F:39])([F:38])[F:40])[CH:36]=1)[CH2:6][N:7]([CH2:8][C:9]1[CH:14]=[C:13]([C:15]([F:16])([F:18])[F:17])[CH:12]=[CH:11][C:10]=1[C:44]1[C:49]([CH3:50])=[CH:48][CH:47]=[C:46]([C:51](=[O:53])[CH3:52])[CH:45]=1)[C:28]1[N:29]=[N:30][N:31]([CH3:33])[N:32]=1. Given the reactants [F:1][C:2]([F:42])([F:41])[C:3]1[CH:4]=[C:5]([CH:34]=[C:35]([C:37]([F:40])([F:39])[F:38])[CH:36]=1)[CH2:6][N:7]([C:28]1[N:29]=[N:30][N:31]([CH3:33])[N:32]=1)[CH2:8][C:9]1[CH:14]=[C:13]([C:15]([F:18])([F:17])[F:16])[CH:12]=[CH:11][C:10]=1B1OC(C)(C)C(C)(C)O1.Br[C:44]1[CH:45]=[C:46]([C:51](=[O:53])[CH3:52])[CH:47]=[CH:48][C:49]=1[CH3:50].C(=O)([O-])[O-].[Na+].[Na+], predict the reaction product. (2) Given the reactants C([O:3][C:4]([C:6]1[C:32]([O:33][CH2:34][CH:35]([F:37])[F:36])=[CH:31][C:9]2[N:10]([CH3:30])[C:11]([NH:13][C:14]3[CH:19]=[C:18]([CH2:20][NH:21][C:22]([O:24][C:25]([CH3:28])([CH3:27])[CH3:26])=[O:23])[CH:17]=[CH:16][C:15]=3[Cl:29])=[N:12][C:8]=2[CH:7]=1)=[O:5])C.[OH-].[Na+], predict the reaction product. The product is: [Cl:29][C:15]1[CH:16]=[CH:17][C:18]([CH2:20][NH:21][C:22]([O:24][C:25]([CH3:28])([CH3:27])[CH3:26])=[O:23])=[CH:19][C:14]=1[NH:13][C:11]1[N:10]([CH3:30])[C:9]2[CH:31]=[C:32]([O:33][CH2:34][CH:35]([F:37])[F:36])[C:6]([C:4]([OH:5])=[O:3])=[CH:7][C:8]=2[N:12]=1. (3) Given the reactants [NH:1]1[C:9]2[C:4](=[CH:5][CH:6]=[C:7]([C:10]3[CH:15]=[CH:14][C:13]([OH:16])=[CH:12][CH:11]=3)[CH:8]=2)[CH:3]=[CH:2]1.Cl.Br[C:19]1[CH:24]=[CH:23][N:22]=[CH:21][CH:20]=1, predict the reaction product. The product is: [N:22]1[CH:23]=[CH:24][C:19]([N:1]2[C:9]3[C:4](=[CH:5][CH:6]=[C:7]([C:10]4[CH:15]=[CH:14][C:13]([OH:16])=[CH:12][CH:11]=4)[CH:8]=3)[CH:3]=[CH:2]2)=[CH:20][CH:21]=1. (4) Given the reactants [CH3:1][C:2]1[CH:3]=[C:4]([OH:20])[CH:5]=[C:6]([CH3:19])[C:7]=1[N:8]=[N:9][C:10]1[CH:15]=[CH:14][C:13]([N+:16]([O-:18])=[O:17])=[CH:12][CH:11]=1.[CH2:21]([O:23][C:24](=[O:33])[C:25]([CH3:32])([CH3:31])[CH2:26][CH2:27][CH2:28][CH2:29]Br)[CH3:22].C([O-])([O-])=O.[K+].[K+].O, predict the reaction product. The product is: [CH2:21]([O:23][C:24](=[O:33])[C:25]([CH3:31])([CH3:32])[CH2:26][CH2:27][CH2:28][CH2:29][O:20][C:4]1[CH:3]=[C:2]([CH3:1])[C:7]([N:8]=[N:9][C:10]2[CH:11]=[CH:12][C:13]([N+:16]([O-:18])=[O:17])=[CH:14][CH:15]=2)=[C:6]([CH3:19])[CH:5]=1)[CH3:22]. (5) Given the reactants [NH:1]1[C:5]2[CH:6]=[CH:7][CH:8]=[CH:9][C:4]=2[N:3]=[CH:2]1.[CH3:10][C:11](C)([O-])[CH3:12].[K+].O1CCCC1.C(Br)C#C.C(=O)(O)[O-].[Na+].N, predict the reaction product. The product is: [CH2:12]([N:1]1[C:5]2[CH:6]=[CH:7][CH:8]=[CH:9][C:4]=2[N:3]=[CH:2]1)[C:11]#[CH:10].